Predict the reactants needed to synthesize the given product. From a dataset of Full USPTO retrosynthesis dataset with 1.9M reactions from patents (1976-2016). Given the product [CH3:6][C:7]([CH3:14])([CH:11]([OH:13])[CH3:12])[CH:8]([OH:10])[CH3:9], predict the reactants needed to synthesize it. The reactants are: [BH4-].[Na+].[OH-].[Na+].O.[CH3:6][C:7]([CH3:14])([C:11](=[O:13])[CH3:12])[C:8](=[O:10])[CH3:9].